Dataset: Full USPTO retrosynthesis dataset with 1.9M reactions from patents (1976-2016). Task: Predict the reactants needed to synthesize the given product. (1) Given the product [O:10]1[C:9]2([CH2:14][CH2:15][CH:6]([CH2:4][OH:3])[CH2:7][CH2:8]2)[O:13][CH2:12][CH2:11]1, predict the reactants needed to synthesize it. The reactants are: C([O:3][C:4]([CH:6]1[CH2:15][CH2:14][C:9]2([O:13][CH2:12][CH2:11][O:10]2)[CH2:8][CH2:7]1)=O)C.[H-].[H-].[H-].[H-].[Li+].[Al+3]. (2) Given the product [C:2]1([CH2:1][C:24]([O:17][CH2:18][CH3:21])=[O:26])[C:11]2[C:6](=[CH:7][CH:8]=[CH:9][CH:10]=2)[CH:5]=[CH:4][CH:3]=1, predict the reactants needed to synthesize it. The reactants are: [CH3:1][C:2]1[C:11]2[C:6](=[CH:7][CH:8]=[CH:9][CH:10]=2)[CH:5]=[CH:4][CH:3]=1.C(O[O:17][C:18]([CH3:21])(C)C)(C)(C)C.[C]=O.[CH2:24]([OH:26])C. (3) Given the product [CH3:22][C:19]1[CH:20]=[CH:21][C:16]([NH:15][C:13](=[O:14])[C:12]2[CH:11]=[CH:10][C:9]([CH2:8][N:1]3[CH2:6][CH2:5][NH:4][CH2:3][CH2:2]3)=[CH:37][CH:36]=2)=[CH:17][C:18]=1[NH:23][C:24]1[N:29]=[C:28]([C:30]2[CH:31]=[N:32][CH:33]=[CH:34][CH:35]=2)[CH:27]=[CH:26][N:25]=1, predict the reactants needed to synthesize it. The reactants are: [NH:1]1[CH2:6][CH2:5][NH:4][CH2:3][CH2:2]1.Cl[CH2:8][C:9]1[CH:37]=[CH:36][C:12]([C:13]([NH:15][C:16]2[CH:21]=[CH:20][C:19]([CH3:22])=[C:18]([NH:23][C:24]3[N:29]=[C:28]([C:30]4[CH:31]=[N:32][CH:33]=[CH:34][CH:35]=4)[CH:27]=[CH:26][N:25]=3)[CH:17]=2)=[O:14])=[CH:11][CH:10]=1. (4) Given the product [Cl:1][C:2]1[CH:7]=[CH:6][C:5]([O:8][C:14]2[CH:19]=[C:18]([CH3:20])[C:17]([N+:21]([O-:23])=[O:22])=[CH:16][N:15]=2)=[CH:4][C:3]=1[C:9]([F:10])([F:11])[F:12], predict the reactants needed to synthesize it. The reactants are: [Cl:1][C:2]1[CH:7]=[CH:6][C:5]([OH:8])=[CH:4][C:3]=1[C:9]([F:12])([F:11])[F:10].Cl[C:14]1[CH:19]=[C:18]([CH3:20])[C:17]([N+:21]([O-:23])=[O:22])=[CH:16][N:15]=1.C(=O)([O-])[O-].[K+].[K+].Cl.